From a dataset of Full USPTO retrosynthesis dataset with 1.9M reactions from patents (1976-2016). Predict the reactants needed to synthesize the given product. (1) The reactants are: [Br:1][C:2]1[C:3](Br)=[N:4][CH:5]=[CH:6][CH:7]=1.[CH3:9][O-:10].[Na+].CO. Given the product [CH3:9][O:10][C:6]1[CH:5]=[N:4][CH:3]=[C:2]([Br:1])[CH:7]=1, predict the reactants needed to synthesize it. (2) Given the product [CH3:22][CH:21]([CH3:23])[C@@H:12]([N:9]1[C:8](=[O:24])[C:7]2=[CH:25][NH:26][C:5]3[C:6]2=[C:11]([C:2]([CH3:27])=[CH:3][N:4]=3)[CH2:10]1)[C:13]([N:15]1[CH2:18][CH:17]([C:19]#[N:20])[CH2:16]1)=[O:14], predict the reactants needed to synthesize it. The reactants are: Cl[C:2]1[C:11]2[CH2:10][N:9]([C@H:12]([CH:21]([CH3:23])[CH3:22])[C:13]([N:15]3[CH2:18][CH:17]([C:19]#[N:20])[CH2:16]3)=[O:14])[C:8](=[O:24])[C:7]3=[CH:25][NH:26][C:5]([C:6]=23)=[N:4][CH:3]=1.[CH3:27][Al](C)C. (3) Given the product [CH3:13][C:6]1[C:7]([C:8]([O:10][CH2:11][CH3:12])=[O:9])=[C:2]([NH:21][C:20]2[CH:22]=[CH:23][CH:24]=[C:18]([C:17]([F:16])([F:25])[F:26])[CH:19]=2)[N:3]=[C:4]([S:14][CH3:15])[N:5]=1, predict the reactants needed to synthesize it. The reactants are: Cl[C:2]1[C:7]([C:8]([O:10][CH2:11][CH3:12])=[O:9])=[C:6]([CH3:13])[N:5]=[C:4]([S:14][CH3:15])[N:3]=1.[F:16][C:17]([F:26])([F:25])[C:18]1[CH:19]=[C:20]([CH:22]=[CH:23][CH:24]=1)[NH2:21].